From a dataset of Full USPTO retrosynthesis dataset with 1.9M reactions from patents (1976-2016). Predict the reactants needed to synthesize the given product. (1) The reactants are: Cl[C:2]1[CH:7]=[CH:6][N:5]2[N:8]=[CH:9][C:10]([C:11]3[CH:16]=[CH:15][CH:14]=[C:13]([Cl:17])[CH:12]=3)=[C:4]2[N:3]=1.C(=O)([O-])[O-].[K+].[K+].[CH2:24]([N:26]([CH2:30][CH3:31])[CH2:27][CH2:28][CH3:29])[CH3:25].C(#[N:34])C. Given the product [Cl:17][C:13]1[CH:12]=[C:11]([C:10]2[CH:9]=[N:8][N:5]3[CH:6]=[CH:7][C:2]([NH:34][CH2:29][CH2:28][CH2:27][N:26]([CH2:30][CH3:31])[CH2:24][CH3:25])=[N:3][C:4]=23)[CH:16]=[CH:15][CH:14]=1, predict the reactants needed to synthesize it. (2) Given the product [CH2:8]([NH:12][C:13]1[N:4]2[C:5]([S:6][C:2]([CH3:1])=[CH:3]2)=[N:7][C:22]=1[C:21]1[CH:24]=[CH:25][C:18]([C:14]([CH3:17])([CH3:16])[CH3:15])=[CH:19][CH:20]=1)[CH2:9][CH2:10][CH3:11], predict the reactants needed to synthesize it. The reactants are: [CH3:1][C:2]1[S:6][C:5]([NH2:7])=[N:4][CH:3]=1.[CH2:8]([N+:12]#[C-:13])[CH2:9][CH2:10][CH3:11].[C:14]([C:18]1[CH:25]=[CH:24][C:21]([CH:22]=O)=[CH:20][CH:19]=1)([CH3:17])([CH3:16])[CH3:15].